Predict which catalyst facilitates the given reaction. From a dataset of Catalyst prediction with 721,799 reactions and 888 catalyst types from USPTO. (1) Reactant: [NH:1]1[C:5]2=[N:6][CH:7]=[CH:8][CH:9]=[C:4]2[CH2:3][C:2]1=[O:10].[Li+].C[Si]([N-][Si](C)(C)C)(C)C.C1COCC1.O1CCCCC1[O:32][CH2:33][CH2:34][CH2:35][C:36]1[CH:37]=[C:38]2[C:42](=[CH:43][CH:44]=1)[C:41](=O)[O:40][CH2:39]2.OS(O)(=O)=O.[OH-].[Na+]. Product: [OH:32][CH2:33][CH2:34][CH2:35][C:36]1[CH:37]=[C:38]2[C:42](=[CH:43][CH:44]=1)[C:41](=[C:3]1[C:4]3[C:5](=[N:6][CH:7]=[CH:8][CH:9]=3)[NH:1][C:2]1=[O:10])[O:40][CH2:39]2. The catalyst class is: 7. (2) Reactant: [Cl:1][C:2]1[N:7]=[CH:6][C:5]([CH2:8][C:9]([OH:11])=O)=[CH:4][C:3]=1[CH3:12].[N:13]1[CH:18]=[CH:17][CH:16]=[CH:15][C:14]=1[C:19]1[CH:20]=[N:21][C:22]([NH2:25])=[CH:23][CH:24]=1.C1(N=C=NC2CCCCC2)CCCCC1. Product: [N:13]1[CH:18]=[CH:17][CH:16]=[CH:15][C:14]=1[C:19]1[CH:20]=[N:21][C:22]([NH:25][C:9](=[O:11])[CH2:8][C:5]2[CH:6]=[N:7][C:2]([Cl:1])=[C:3]([CH3:12])[CH:4]=2)=[CH:23][CH:24]=1. The catalyst class is: 456. (3) The catalyst class is: 26. Reactant: [CH3:1][O:2][C:3]1[CH:4]=[C:5]([NH:13][C:14]2[N:15]=[N:16][C:17]([CH:20]([NH:22][C:23](=O)[C:24]3[CH:29]=[CH:28][CH:27]=[CH:26][CH:25]=3)[CH3:21])=[CH:18][N:19]=2)[CH:6]=[C:7]([O:11][CH3:12])[C:8]=1[O:9][CH3:10].P(Cl)(Cl)(Cl)=O. Product: [CH3:21][C:20]1[N:22]=[C:23]([C:24]2[CH:29]=[CH:28][CH:27]=[CH:26][CH:25]=2)[N:16]2[C:17]=1[CH:18]=[N:19][C:14]([NH:13][C:5]1[CH:4]=[C:3]([O:2][CH3:1])[C:8]([O:9][CH3:10])=[C:7]([O:11][CH3:12])[CH:6]=1)=[N:15]2. (4) Reactant: [I:1][C:2]1[CH:11]=[CH:10][CH:9]=[CH:8][C:3]=1[C:4]([NH:6][NH2:7])=[O:5].N1C=CC=CC=1.[C:18](Cl)(=[O:20])[CH3:19]. Product: [C:18]([NH:7][NH:6][C:4](=[O:5])[C:3]1[CH:8]=[CH:9][CH:10]=[CH:11][C:2]=1[I:1])(=[O:20])[CH3:19]. The catalyst class is: 4. (5) Reactant: [NH2:1][C:2]1[CH:3]=[CH:4][CH:5]=[C:6]2[C:10]=1[C:9](=[O:11])[N:8]([C@@H:12]([C:19]1[CH:24]=[CH:23][C:22]([O:25][CH3:26])=[C:21]([O:27][CH2:28][CH3:29])[CH:20]=1)[CH2:13][C:14]([N:16]([CH3:18])[CH3:17])=[O:15])[CH2:7]2.[CH3:30][N:31]([CH3:35])[C:32](Cl)=[O:33]. Product: [CH3:30][N:31]([CH3:35])[C:32](=[O:33])[NH:1][C:2]1[CH:3]=[CH:4][CH:5]=[C:6]2[C:10]=1[C:9](=[O:11])[N:8]([C@@H:12]([C:19]1[CH:24]=[CH:23][C:22]([O:25][CH3:26])=[C:21]([O:27][CH2:28][CH3:29])[CH:20]=1)[CH2:13][C:14]([N:16]([CH3:18])[CH3:17])=[O:15])[CH2:7]2. The catalyst class is: 1. (6) Reactant: [CH2:1]([NH:3][C:4]([NH:6][C:7]1[S:8][C:9]2[C:15]([C:16]3[CH:21]=[C:20]([CH3:22])[CH:19]=[CH:18][N:17]=3)=[CH:14][C:13]([OH:23])=[CH:12][C:10]=2[N:11]=1)=[O:5])[CH3:2].N1C=CC=CC=1.[F:30][C:31]([F:44])([F:43])[S:32](O[S:32]([C:31]([F:44])([F:43])[F:30])(=[O:34])=[O:33])(=[O:34])=[O:33]. Product: [CH2:1]([NH:3][C:4](=[O:5])[NH:6][C:7]1[S:8][C:9]2[C:15]([C:16]3[CH:21]=[C:20]([CH3:22])[CH:19]=[CH:18][N:17]=3)=[CH:14][C:13]([O:23][S:32]([C:31]([F:44])([F:43])[F:30])(=[O:34])=[O:33])=[CH:12][C:10]=2[N:11]=1)[CH3:2]. The catalyst class is: 4. (7) Reactant: Cl.[NH2:2][C:3]1[C:4]2[C:14]([O:15][CH2:16][C:17]3([NH2:22])[CH2:21][CH2:20][CH2:19][CH2:18]3)=[CH:13][CH:12]=[CH:11][C:5]=2[NH:6][S:7](=[O:10])(=[O:9])[N:8]=1.C(N(CC)CC)C.[CH3:30][NH:31][C:32]1[CH:33]=[C:34]([CH:38]=[CH:39][N:40]=1)[C:35](O)=[O:36].CCN=C=NCCCN(C)C.C1C=CC2N(O)N=NC=2C=1. Product: [NH2:2][C:3]1[C:4]2[C:14]([O:15][CH2:16][C:17]3([NH:22][C:35](=[O:36])[C:34]4[CH:38]=[CH:39][N:40]=[C:32]([NH:31][CH3:30])[CH:33]=4)[CH2:21][CH2:20][CH2:19][CH2:18]3)=[CH:13][CH:12]=[CH:11][C:5]=2[NH:6][S:7](=[O:10])(=[O:9])[N:8]=1. The catalyst class is: 3.